This data is from Full USPTO retrosynthesis dataset with 1.9M reactions from patents (1976-2016). The task is: Predict the reactants needed to synthesize the given product. (1) Given the product [C:1]([O:5][C:6]1[CH:7]=[C:8]([C@H:12]([NH:14][C:18](=[O:19])[CH2:17][O:16][CH3:15])[CH3:13])[CH:9]=[CH:10][CH:11]=1)([CH3:4])([CH3:2])[CH3:3], predict the reactants needed to synthesize it. The reactants are: [C:1]([O:5][C:6]1[CH:7]=[C:8]([CH:12]([NH2:14])[CH3:13])[CH:9]=[CH:10][CH:11]=1)([CH3:4])([CH3:3])[CH3:2].[CH3:15][O:16][CH2:17][C:18](OC(C)C)=[O:19].S(=O)(=O)(O)O. (2) Given the product [NH2:3][C:6]1[CH:7]=[C:8]2[C:13](=[CH:14][CH:15]=1)[N:12]=[CH:11][C:10]([C:16]#[N:17])=[C:9]2[NH:18][C:19]1[CH:24]=[CH:23][C:22]([O:25][C:26]2[CH:27]=[CH:28][CH:29]=[CH:30][CH:31]=2)=[CH:21][CH:20]=1, predict the reactants needed to synthesize it. The reactants are: [NH4+].[Cl-].[N+:3]([C:6]1[CH:7]=[C:8]2[C:13](=[CH:14][CH:15]=1)[N:12]=[CH:11][C:10]([C:16]#[N:17])=[C:9]2[NH:18][C:19]1[CH:24]=[CH:23][C:22]([O:25][C:26]2[CH:31]=[CH:30][CH:29]=[CH:28][CH:27]=2)=[CH:21][CH:20]=1)([O-])=O. (3) Given the product [ClH:41].[NH2:7][C@@H:8]([C:9]1[CH:10]=[CH:11][CH:12]=[CH:13][CH:14]=1)[C:15]([N:16]([C:29]1[CH:34]=[CH:33][C:32]([O:35][CH3:36])=[C:31]([O:37][CH3:38])[CH:30]=1)[CH2:17][CH2:18][C:19]1[CH:20]=[CH:21][C:22]([C:25]([F:28])([F:27])[F:26])=[CH:23][CH:24]=1)=[O:39], predict the reactants needed to synthesize it. The reactants are: C(OC(=O)[NH:7][C@H:8]([C:15](=[O:39])[N:16]([C:29]1[CH:34]=[CH:33][C:32]([O:35][CH3:36])=[C:31]([O:37][CH3:38])[CH:30]=1)[CH2:17][CH2:18][C:19]1[CH:24]=[CH:23][C:22]([C:25]([F:28])([F:27])[F:26])=[CH:21][CH:20]=1)[C:9]1[CH:14]=[CH:13][CH:12]=[CH:11][CH:10]=1)(C)(C)C.[ClH:41]. (4) The reactants are: [CH3:1][NH2:2].[Cl:3][C:4]1[CH:8]=[C:7]([C:9]2[O:10][C:11](=[O:20])[C:12]3[N:18]=[CH:17][N:16]=[C:15]([CH3:19])[C:13]=3[N:14]=2)[N:6]([C:21]2[C:26]([Cl:27])=[CH:25][CH:24]=[CH:23][N:22]=2)[N:5]=1. Given the product [Cl:3][C:4]1[CH:8]=[C:7]([C:9]([NH:14][C:13]2[C:12]([C:11]([NH:2][CH3:1])=[O:20])=[N:18][CH:17]=[N:16][C:15]=2[CH3:19])=[O:10])[N:6]([C:21]2[C:26]([Cl:27])=[CH:25][CH:24]=[CH:23][N:22]=2)[N:5]=1, predict the reactants needed to synthesize it. (5) Given the product [C:24]([CH2:23][CH2:22][N:21]([CH2:18][C:3]1[CH:4]=[C:5]([C:8]#[C:9][C:10]2[CH:11]=[N:12][CH:13]=[C:14]([CH:17]=2)[C:15]#[N:16])[CH:6]=[CH:7][C:2]=1[F:1])[CH3:20])#[N:25], predict the reactants needed to synthesize it. The reactants are: [F:1][C:2]1[CH:7]=[CH:6][C:5]([C:8]#[C:9][C:10]2[CH:11]=[N:12][CH:13]=[C:14]([CH:17]=2)[C:15]#[N:16])=[CH:4][C:3]=1[CH:18]=O.[CH3:20][NH:21][CH2:22][CH2:23][C:24]#[N:25].C(O[BH-](OC(=O)C)OC(=O)C)(=O)C.[Na+]. (6) The reactants are: [N+:1]([C:4]1[CH:9]=[CH:8][CH:7]=[C:6]([CH2:10][CH:11]=[CH2:12])[C:5]=1[OH:13])([O-:3])=[O:2].Br[CH2:15][C:16]#[C:17][CH3:18].C([O-])([O-])=O.[K+].[K+]. Given the product [CH2:15]([O:13][C:5]1[C:6]([CH2:10][CH:11]=[CH2:12])=[CH:7][CH:8]=[CH:9][C:4]=1[N+:1]([O-:3])=[O:2])[C:16]#[C:17][CH3:18], predict the reactants needed to synthesize it.